From a dataset of Full USPTO retrosynthesis dataset with 1.9M reactions from patents (1976-2016). Predict the reactants needed to synthesize the given product. (1) Given the product [CH3:13][O:12][CH2:11][O:10][C:9]1[CH:8]=[CH:7][C:4]([CH:5]=[O:6])=[CH:3][C:2]=1[CH:14]=[CH2:15], predict the reactants needed to synthesize it. The reactants are: Br[C:2]1[CH:3]=[C:4]([CH:7]=[CH:8][C:9]=1[O:10][CH2:11][O:12][CH3:13])[CH:5]=[O:6].[CH:14]([Sn](CCCC)(CCCC)CCCC)=[CH2:15].[F-].[K+]. (2) Given the product [F:26][C:27]1[CH:32]=[CH:31][C:30]([CH3:33])=[CH:29][C:28]=1[C:9]1[N:13]2[C:14]3[N:22]=[C:21]([O:23][CH3:24])[CH:20]=[CH:19][C:15]=3[N:16]=[C:17]([CH3:18])[C:12]2=[C:11]([CH3:25])[N:10]=1, predict the reactants needed to synthesize it. The reactants are: ClC1C=C([C:9]2[N:13]3[C:14]4[N:22]=[C:21]([O:23][CH3:24])[CH:20]=[CH:19][C:15]=4[N:16]=[C:17]([CH3:18])[C:12]3=[C:11]([CH3:25])[N:10]=2)C=C(Cl)C=1.[F:26][C:27]1[CH:32]=[CH:31][C:30]([CH3:33])=[CH:29][C:28]=1B(O)O. (3) Given the product [Cl:1][C:2]1[N:3]=[C:4]([N:23]2[CH:27]=[CH:26][CH:25]=[N:24]2)[C:5](=[O:22])[N:6]([CH2:17][CH:18]([CH3:21])[CH2:19][CH3:20])[C:7]=1[C:8]1[C:9]([F:16])=[CH:10][C:11]([O:15][CH2:36][CH2:37][N:38]([CH3:40])[CH3:39])=[CH:12][C:13]=1[F:14], predict the reactants needed to synthesize it. The reactants are: [Cl:1][C:2]1[N:3]=[C:4]([N:23]2[CH:27]=[CH:26][CH:25]=[N:24]2)[C:5](=[O:22])[N:6]([CH2:17][CH:18]([CH3:21])[CH2:19][CH3:20])[C:7]=1[C:8]1[C:13]([F:14])=[CH:12][C:11]([OH:15])=[CH:10][C:9]=1[F:16].C(=O)([O-])[O-].[Cs+].[Cs+].Cl.Cl[CH2:36][CH2:37][N:38]([CH3:40])[CH3:39].